From a dataset of Catalyst prediction with 721,799 reactions and 888 catalyst types from USPTO. Predict which catalyst facilitates the given reaction. Reactant: F[C:2]1[C:3]([N+:8]([O-:10])=[O:9])=[N:4][CH:5]=[CH:6][CH:7]=1.[NH2:11][C:12]1[CH:17]=[CH:16][CH:15]=[CH:14][N:13]=1.CC(C)([O-])C.[K+].O. Product: [N+:8]([C:3]1[C:2]([NH:11][C:12]2[CH:17]=[CH:16][CH:15]=[CH:14][N:13]=2)=[CH:7][CH:6]=[CH:5][N:4]=1)([O-:10])=[O:9]. The catalyst class is: 3.